From a dataset of Forward reaction prediction with 1.9M reactions from USPTO patents (1976-2016). Predict the product of the given reaction. (1) The product is: [C:18]([NH:21][C@H:22]([CH2:27][C:28]1[CH:33]=[C:32]([CH3:34])[C:31]([NH2:35])=[C:30]([Cl:36])[CH:29]=1)[C:23]([O:25][CH3:26])=[O:24])(=[O:20])[CH3:19]. Given the reactants O.O.P([O-])([O-])(O)=O.[Na+].[Na+].O.O.P([O-])(O)(O)=O.[Na+].[C:18]([NH:21][CH:22]([CH2:27][C:28]1[CH:33]=[C:32]([CH3:34])[C:31]([NH2:35])=[C:30]([Cl:36])[CH:29]=1)[C:23]([O:25][CH3:26])=[O:24])(=[O:20])[CH3:19].[OH-].[Na+].C(=O)([O-])[O-].[K+].[K+], predict the reaction product. (2) The product is: [C:1]([NH:4][C:5]([CH2:16][CH2:17][C:18]1[CH:23]=[CH:22][C:21]([O:24][C:55]2[CH:56]=[CH:51][C:52]([C:57]3[N:41]=[C:38]([CH3:39])[O:40][CH:46]=3)=[CH:53][CH:54]=2)=[CH:20][CH:19]=1)([C:11]([O:13][CH2:14][CH3:15])=[O:12])[C:6]([O:8][CH2:9][CH3:10])=[O:7])(=[O:3])[CH3:2]. Given the reactants [C:1]([NH:4][C:5]([CH2:16][CH2:17][C:18]1[CH:23]=[CH:22][C:21]([O:24]C2C=CC(C(=O)COC(=O)C)=CC=2)=[CH:20][CH:19]=1)([C:11]([O:13][CH2:14][CH3:15])=[O:12])[C:6]([O:8][CH2:9][CH3:10])=[O:7])(=[O:3])[CH3:2].[C:38]([NH2:41])(=[O:40])[CH3:39].B(F)(F)F.[CH3:46]COCC.[C:51]1(C)[C:52]([CH3:57])=[CH:53][CH:54]=[CH:55][CH:56]=1, predict the reaction product.